This data is from Full USPTO retrosynthesis dataset with 1.9M reactions from patents (1976-2016). The task is: Predict the reactants needed to synthesize the given product. (1) Given the product [Br:1][C:2]([Br:5])=[CH:12][C:9]1[CH:10]=[CH:11][C:6]([C:14]2[CH:15]=[CH:16][CH:17]=[CH:18][CH:19]=2)=[CH:7][CH:8]=1, predict the reactants needed to synthesize it. The reactants are: [Br:1][C:2]([Br:5])(Br)Br.[C:6]1([C:14]2[CH:19]=[CH:18][CH:17]=[CH:16][CH:15]=2)[CH:11]=[CH:10][C:9]([CH:12]=O)=[CH:8][CH:7]=1.C1(P(C2C=CC=CC=2)C2C=CC=CC=2)C=CC=CC=1.C(=O)([O-])O.[Na+]. (2) Given the product [Cl:16][C:6]1[CH:5]=[C:4]([Cl:3])[C:9]2[C:10](=[O:12])[NH:17][CH:18]=[CH:15][C:8]=2[N:7]=1, predict the reactants needed to synthesize it. The reactants are: [H-].[Na+].[Cl:3][C:4]1[C:9]([C:10]([O:12]CC)=O)=[C:8]([CH3:15])[N:7]=[C:6]([Cl:16])[CH:5]=1.[N:17]1C=NC=N[CH:18]=1.[Cl-].[NH4+]. (3) Given the product [NH2:28][C:15]1[CH:14]=[CH:13][C:12]([N:11]([CH2:31][C:32]2[CH:37]=[CH:36][CH:35]=[CH:34][CH:33]=2)[CH2:4][C:5]2[CH:6]=[CH:7][CH:8]=[CH:9][CH:10]=2)=[CH:27][C:16]=1[C:17]([O:19][CH2:20][C:21]1[CH:22]=[CH:23][CH:24]=[CH:25][CH:26]=1)=[O:18], predict the reactants needed to synthesize it. The reactants are: C(O)C.[CH2:4]([N:11]([CH2:31][C:32]1[CH:37]=[CH:36][CH:35]=[CH:34][CH:33]=1)[C:12]1[CH:13]=[CH:14][C:15]([N+:28]([O-])=O)=[C:16]([CH:27]=1)[C:17]([O:19][CH2:20][C:21]1[CH:26]=[CH:25][CH:24]=[CH:23][CH:22]=1)=[O:18])[C:5]1[CH:10]=[CH:9][CH:8]=[CH:7][CH:6]=1.O.O.[Sn](Cl)Cl.C(=O)(O)[O-].[Na+]. (4) Given the product [P:1]([O-:11])([O-:3])([O:19][C:20]([C:23]1[N:28]=[CH:27][C:26]([C:29]2[C:43]([F:44])=[C:42]([C@H:45]3[CH2:49][CH2:48][CH2:47][O:46]3)[C:32]3[NH:33][C:34]([NH:36][C:37]([NH:39][CH2:40][CH3:41])=[O:38])=[N:35][C:31]=3[CH:30]=2)=[CH:25][N:24]=1)([CH3:21])[CH3:22])=[O:2].[Na+:54].[Na+:54], predict the reactants needed to synthesize it. The reactants are: [P:1]([O:19][C:20]([C:23]1[N:28]=[CH:27][C:26]([C:29]2[C:43]([F:44])=[C:42]([C@H:45]3[CH2:49][CH2:48][CH2:47][O:46]3)[C:32]3[NH:33][C:34]([NH:36][C:37]([NH:39][CH2:40][CH3:41])=[O:38])=[N:35][C:31]=3[CH:30]=2)=[CH:25][N:24]=1)([CH3:22])[CH3:21])([O:11]CC1C=CC=CC=1)([O:3]CC1C=CC=CC=1)=[O:2].CCO.[OH-].[Na+:54]. (5) Given the product [C:26]([O:25][C:23]([N:20]1[CH2:19][CH2:18][N:17]([C:10]2[CH:11]=[CH:12][C:13]([N+:14]([O-:16])=[O:15])=[C:8]([N:5]3[CH2:6][CH2:7][CH:2]([CH3:1])[CH2:3][CH2:4]3)[CH:9]=2)[CH2:22][CH2:21]1)=[O:24])([CH3:29])([CH3:28])[CH3:27], predict the reactants needed to synthesize it. The reactants are: [CH3:1][CH:2]1[CH2:7][CH2:6][N:5]([C:8]2[CH:9]=[C:10]([N:17]3[CH2:22][CH2:21][NH:20][CH2:19][CH2:18]3)[CH:11]=[CH:12][C:13]=2[N+:14]([O-:16])=[O:15])[CH2:4][CH2:3]1.[C:23](O[C:23]([O:25][C:26]([CH3:29])([CH3:28])[CH3:27])=[O:24])([O:25][C:26]([CH3:29])([CH3:28])[CH3:27])=[O:24]. (6) Given the product [O:11]=[C:6]1[C:7]2[C:3](=[C:2]([O:1][C:15](=[O:16])[N:14]([CH3:13])[C:18]3[CH:23]=[CH:22][CH:21]=[CH:20][CH:19]=3)[CH:10]=[CH:9][CH:8]=2)[C:4](=[O:12])[O:5]1, predict the reactants needed to synthesize it. The reactants are: [OH:1][C:2]1[CH:10]=[CH:9][CH:8]=[C:7]2[C:3]=1[C:4](=[O:12])[O:5][C:6]2=[O:11].[CH3:13][N:14]([C:18]1[CH:23]=[CH:22][CH:21]=[CH:20][CH:19]=1)[C:15](Cl)=[O:16]. (7) Given the product [ClH:22].[O:21]=[C:5]1[NH:4][C:3]([C:1]#[N:2])=[CH:7][N:6]1[CH:8]1[CH2:13][CH2:12][NH:11][CH2:10][CH2:9]1, predict the reactants needed to synthesize it. The reactants are: [C:1]([C:3]1[NH:4][C:5](=[O:21])[N:6]([CH:8]2[CH2:13][CH2:12][N:11](C(OC(C)(C)C)=O)[CH2:10][CH2:9]2)[CH:7]=1)#[N:2].[ClH:22].O1CCOCC1.